From a dataset of Blood-brain barrier penetration binary classification data from Martins et al.. Regression/Classification. Given a drug SMILES string, predict its absorption, distribution, metabolism, or excretion properties. Task type varies by dataset: regression for continuous measurements (e.g., permeability, clearance, half-life) or binary classification for categorical outcomes (e.g., BBB penetration, CYP inhibition). Dataset: bbb_martins. (1) The molecule is CCC(C)C(C)(COC(N)=O)COC(=O)NC(C)C. The result is 1 (penetrates BBB). (2) The molecule is CCC(=O)N(c1ccccc1)C1(C(=O)OC)CCN(CCC(=O)OC)CC1. The result is 1 (penetrates BBB). (3) The compound is O=C1C[C@H]2SC(C3(O)CN4C(=O)C[C@H]4S3)CN12. The result is 1 (penetrates BBB). (4) The compound is CC(CN1CCOCC1)C(C(=O)N1CCCC1)(c1ccccc1)c1ccccc1. The result is 1 (penetrates BBB).